Dataset: Catalyst prediction with 721,799 reactions and 888 catalyst types from USPTO. Task: Predict which catalyst facilitates the given reaction. Reactant: B(F)(F)F.CCOCC.[OH:10][C:11]1[C:20]([CH3:21])=[C:19]2[C:14]([CH:15]=[C:16]([NH:23][C:24](=[O:33])[O:25][CH2:26][C:27]3[CH:32]=[CH:31][CH:30]=[CH:29][CH:28]=3)[C:17](=[O:22])[O:18]2)=[C:13]([O:34][CH3:35])[CH:12]=1.ClC(Cl)(Cl)C(=N)O[C@H:40]1[C@@H:45]2[O:46][C:47](=[O:49])[O:48][C@@H:44]2[C@@H:43]([O:50][CH3:51])[C:42]([CH3:53])([CH3:52])[O:41]1.C(N(CC)CC)C. Product: [CH3:35][O:34][C:13]1[CH:12]=[C:11]([O:10][C@H:40]2[C@@H:45]3[O:46][C:47](=[O:49])[O:48][C@@H:44]3[C@@H:43]([O:50][CH3:51])[C:42]([CH3:53])([CH3:52])[O:41]2)[C:20]([CH3:21])=[C:19]2[C:14]=1[CH:15]=[C:16]([NH:23][C:24](=[O:33])[O:25][CH2:26][C:27]1[CH:28]=[CH:29][CH:30]=[CH:31][CH:32]=1)[C:17](=[O:22])[O:18]2. The catalyst class is: 2.